This data is from Catalyst prediction with 721,799 reactions and 888 catalyst types from USPTO. The task is: Predict which catalyst facilitates the given reaction. (1) Reactant: [Cl:1][C:2]1[CH:7]=[CH:6][C:5]([N+:8]([O-:10])=[O:9])=[CH:4][C:3]=1[CH:11]([O:19][Si](C)(C)C)[CH2:12][CH2:13][C:14]([O:16]CC)=O.O.FC(F)(F)C(O)=O. Product: [Cl:1][C:2]1[CH:7]=[CH:6][C:5]([N+:8]([O-:10])=[O:9])=[CH:4][C:3]=1[CH:11]1[O:19][C:14](=[O:16])[CH2:13][CH2:12]1. The catalyst class is: 2. (2) Reactant: Cl[C:2]1[CH:3]=[C:4]([C:32]2[CH:36]=[CH:35][O:34][CH:33]=2)[C:5]2[N:9]=[C:8]([C:10]3([C:23]#[N:24])[CH2:15][CH2:14][N:13](C(OC(C)(C)C)=O)[CH2:12][CH2:11]3)[N:7](S(=O)(=O)N(C)C)[C:6]=2[CH:31]=1.C1COCC1.[OH-].[Na+].O. Product: [O:34]1[CH2:35][CH2:36][CH:32]([C:4]2[C:5]3[N:9]=[C:8]([C:10]4([CH2:23][NH2:24])[CH2:15][CH2:14][NH:13][CH2:12][CH2:11]4)[NH:7][C:6]=3[CH:31]=[CH:2][CH:3]=2)[CH2:33]1. The catalyst class is: 171. (3) Reactant: [O:1]1[CH2:6][CH2:5][CH2:4][CH2:3][CH:2]1[O:7][NH:8][C:9]([C:11]1[CH:12]=[C:13]2[C:18](=[CH:19][CH:20]=1)[CH2:17][NH:16][CH2:15][CH2:14]2)=[O:10].Cl.[CH3:22][N:23]([CH3:30])[CH2:24][CH2:25][CH2:26][C:27](O)=[O:28].C1C=CC2N(O)N=NC=2C=1.C(Cl)CCl. Product: [CH3:22][N:23]([CH3:30])[CH2:24][CH2:25][CH2:26][C:27]([N:16]1[CH2:15][CH2:14][C:13]2[C:18](=[CH:19][CH:20]=[C:11]([C:9]([NH:8][O:7][CH:2]3[CH2:3][CH2:4][CH2:5][CH2:6][O:1]3)=[O:10])[CH:12]=2)[CH2:17]1)=[O:28]. The catalyst class is: 338. (4) Reactant: C(OC(=O)[NH:7][C:8]1[CH:13]=[C:12]([CH:14]2[CH2:16][CH2:15]2)[CH:11]=[CH:10][C:9]=1[CH2:17][CH:18]([OH:23])[C:19]([CH3:22])([CH3:21])[CH3:20])(C)(C)C.FC(F)(F)C(O)=O.C(=O)([O-])O.[Na+].C(OCC)(=O)C. Product: [NH2:7][C:8]1[CH:13]=[C:12]([CH:14]2[CH2:15][CH2:16]2)[CH:11]=[CH:10][C:9]=1[CH2:17][CH:18]([OH:23])[C:19]([CH3:21])([CH3:20])[CH3:22]. The catalyst class is: 2. (5) Reactant: C(=O)([O-])[O-].[K+].[K+].[CH2:7]([O:14][C:15]1[CH:20]=[CH:19][C:18]([CH2:21][CH:22]([O:28]S(C)(=O)=O)[C:23]([O:25][CH2:26][CH3:27])=[O:24])=[CH:17][CH:16]=1)[C:8]1[CH:13]=[CH:12][CH:11]=[CH:10][CH:9]=1.[CH:33]1[C:38](O)=[CH:37][CH:36]=[C:35]([CH3:40])[CH:34]=1. Product: [CH2:7]([O:14][C:15]1[CH:20]=[CH:19][C:18]([CH2:21][CH:22]([O:28][C:38]2[CH:37]=[CH:36][C:35]([CH3:40])=[CH:34][CH:33]=2)[C:23]([O:25][CH2:26][CH3:27])=[O:24])=[CH:17][CH:16]=1)[C:8]1[CH:13]=[CH:12][CH:11]=[CH:10][CH:9]=1. The catalyst class is: 9. (6) Reactant: C([O-])([O-])=O.[Cs+].[Cs+].[F:7][C:8]1[CH:13]=[CH:12][C:11](B(O)O)=[C:10]([OH:17])[CH:9]=1.Cl[C:19]1[C:28]2[C:23](=[CH:24][C:25]([S:29]([N:32]([CH2:38][C:39]3[CH:44]=[CH:43][C:42]([O:45][CH3:46])=[CH:41][CH:40]=3)[C:33]3[S:34][CH:35]=[CH:36][N:37]=3)(=[O:31])=[O:30])=[CH:26][CH:27]=2)[CH:22]=[CH:21][N:20]=1. Product: [F:7][C:8]1[CH:13]=[CH:12][C:11]([C:19]2[C:28]3[C:23](=[CH:24][C:25]([S:29]([N:32]([CH2:38][C:39]4[CH:44]=[CH:43][C:42]([O:45][CH3:46])=[CH:41][CH:40]=4)[C:33]4[S:34][CH:35]=[CH:36][N:37]=4)(=[O:30])=[O:31])=[CH:26][CH:27]=3)[CH:22]=[CH:21][N:20]=2)=[C:10]([OH:17])[CH:9]=1. The catalyst class is: 108. (7) Reactant: C1([C@@H]([N:9]2[CH2:18][CH2:17][C:12]3([O:16][CH2:15][CH2:14][O:13]3)[CH2:11][C@@H:10]2[CH2:19][OH:20])C)C=CC=CC=1. Product: [O:13]1[C:12]2([CH2:17][CH2:18][NH:9][C@@H:10]([CH2:19][OH:20])[CH2:11]2)[O:16][CH2:15][CH2:14]1. The catalyst class is: 105. (8) The catalyst class is: 100. Reactant: [CH3:1][Si](C=[N+]=[N-])(C)C.[Cl:8][C:9]1[C:17]([N+:18]([O-:20])=[O:19])=[CH:16][C:12]([C:13]([OH:15])=[O:14])=[CH:11][N:10]=1. Product: [Cl:8][C:9]1[C:17]([N+:18]([O-:20])=[O:19])=[CH:16][C:12]([C:13]([O:15][CH3:1])=[O:14])=[CH:11][N:10]=1. (9) Reactant: [O:1]=[C:2]1[CH:11]=[CH:10][C:9]2[C:4](=[CH:5][CH:6]=[C:7](/[CH:12]=[CH:13]/[C:14]([OH:16])=O)[CH:8]=2)[N:3]1COCC[Si](C)(C)C.[CH3:25]N(C(ON1N=NC2C=CC=NC1=2)=[N+](C)C)C.F[P-](F)(F)(F)(F)F.[F:49][CH:50]([F:64])[O:51][C:52]1[CH:57]=[CH:56][C:55]([NH:58]/[C:59](/[NH2:62])=[N:60]/O)=[C:54](C)[CH:53]=1.S([O-])([O-])(=O)=O.[Na+].[Na+]. Product: [F:64][CH:50]([F:49])[O:51][C:52]1[CH:53]=[CH:54][C:55]([NH:58][C:59]2[N:60]=[C:14](/[CH:13]=[CH:12]/[C:7]3[CH:8]=[C:9]4[C:4](=[CH:5][CH:6]=3)[NH:3][C:2](=[O:1])[CH:11]=[CH:10]4)[O:16][N:62]=2)=[CH:56][C:57]=1[CH3:25]. The catalyst class is: 18. (10) Reactant: [OH:1][CH:2]1[CH2:6][CH2:5][CH:4]([C:7]([O:9][CH3:10])=[O:8])[CH2:3]1.[Br:11][C:12]1[CH:13]=[CH:14][C:15](O)=[N:16][CH:17]=1.N(C(OC(C)C)=O)=NC(OC(C)C)=O. Product: [Br:11][C:12]1[CH:13]=[CH:14][C:15]([O:1][CH:2]2[CH2:6][CH2:5][CH:4]([C:7]([O:9][CH3:10])=[O:8])[CH2:3]2)=[N:16][CH:17]=1. The catalyst class is: 11.